Dataset: Catalyst prediction with 721,799 reactions and 888 catalyst types from USPTO. Task: Predict which catalyst facilitates the given reaction. (1) Reactant: Br[CH2:2][CH2:3][CH2:4][OH:5].[CH2:6]([C:8]1[CH:13]=[C:12]([C:14]2[N:18]=[C:17]([C:19]3[CH:24]=[C:23]([CH3:25])[CH:22]=[C:21]([CH2:26][N:27]([CH2:29][CH3:30])[CH3:28])[CH:20]=3)[O:16][N:15]=2)[CH:11]=[C:10]([CH3:31])[C:9]=1[OH:32])[CH3:7].C([O-])([O-])=O.[K+].[K+]. Product: [CH2:6]([C:8]1[CH:13]=[C:12]([C:14]2[N:18]=[C:17]([C:19]3[CH:24]=[C:23]([CH3:25])[CH:22]=[C:21]([CH2:26][N:27]([CH2:29][CH3:30])[CH3:28])[CH:20]=3)[O:16][N:15]=2)[CH:11]=[C:10]([CH3:31])[C:9]=1[O:32][CH2:2][CH2:3][CH2:4][OH:5])[CH3:7]. The catalyst class is: 3. (2) Reactant: [CH3:1][C:2]1[N:3]=[C:4]2[S:23][CH:22]=[CH:21][N:5]2[C:6](=[O:20])[C:7]=1[C:8]1[CH:13]=[CH:12][C:11]([O:14][CH2:15][C:16]([F:19])([F:18])[F:17])=[CH:10][CH:9]=1.[CH:24]1([CH2:27][O:28][C:29]2[C:36]([O:37][CH3:38])=[CH:35][CH:34]=[CH:33][C:30]=2[CH:31]=O)[CH2:26][CH2:25]1.[O-]CC.[Na+]. Product: [CH:24]1([CH2:27][O:28][C:29]2[C:36]([O:37][CH3:38])=[CH:35][CH:34]=[CH:33][C:30]=2/[CH:31]=[CH:1]/[C:2]2[N:3]=[C:4]3[S:23][CH:22]=[CH:21][N:5]3[C:6](=[O:20])[C:7]=2[C:8]2[CH:13]=[CH:12][C:11]([O:14][CH2:15][C:16]([F:18])([F:19])[F:17])=[CH:10][CH:9]=2)[CH2:25][CH2:26]1. The catalyst class is: 8. (3) Reactant: [Cl:1][C:2]1[C:19]([Cl:20])=[CH:18][C:5]2[NH:6][C:7]([C:9]3([C:14]([F:17])([F:16])[F:15])[O:13][CH2:12][CH2:11][O:10]3)=[N:8][C:4]=2[CH:3]=1.[H-].[Na+].Br.Br[CH2:25][C:26]1[CH:31]=[CH:30][CH:29]=[CH:28][N:27]=1.[CH3:32]N(C=O)C. Product: [Cl:1][C:2]1[C:19]([Cl:20])=[CH:18][C:5]2[N:6]([CH2:25][C:26]3[CH:31]=[CH:30][CH:29]=[CH:28][N:27]=3)[C:7]([C:9]3([C:14]([F:16])([F:15])[F:17])[O:10][CH2:11][CH:32]=[CH:12][O:13]3)=[N:8][C:4]=2[CH:3]=1. The catalyst class is: 698.